The task is: Regression. Given two drug SMILES strings and cell line genomic features, predict the synergy score measuring deviation from expected non-interaction effect.. This data is from NCI-60 drug combinations with 297,098 pairs across 59 cell lines. (1) Drug 1: C1C(C(OC1N2C=C(C(=O)NC2=O)F)CO)O. Drug 2: COC1=NC(=NC2=C1N=CN2C3C(C(C(O3)CO)O)O)N. Cell line: SK-OV-3. Synergy scores: CSS=8.78, Synergy_ZIP=-2.49, Synergy_Bliss=0.583, Synergy_Loewe=-18.1, Synergy_HSA=-2.63. (2) Drug 1: CC1=C(C(=O)C2=C(C1=O)N3CC4C(C3(C2COC(=O)N)OC)N4)N. Drug 2: CCC1(C2=C(COC1=O)C(=O)N3CC4=CC5=C(C=CC(=C5CN(C)C)O)N=C4C3=C2)O.Cl. Cell line: SR. Synergy scores: CSS=-2.67, Synergy_ZIP=-36.0, Synergy_Bliss=-66.3, Synergy_Loewe=-98.1, Synergy_HSA=-69.0.